This data is from Full USPTO retrosynthesis dataset with 1.9M reactions from patents (1976-2016). The task is: Predict the reactants needed to synthesize the given product. Given the product [Cl:1][C:2]1[CH:22]=[CH:21][C:5]([O:6][C:7]2[CH:8]=[C:9]([S:13]([CH2:16][CH2:17][CH2:18][C:19]([NH2:20])=[O:38])(=[O:15])=[O:14])[CH:10]=[CH:11][CH:12]=2)=[CH:4][C:3]=1[C:23]1[C:32]2[C:27](=[C:28]([C:33]([F:35])([F:34])[F:36])[CH:29]=[CH:30][CH:31]=2)[N:26]=[C:25]([CH3:37])[N:24]=1, predict the reactants needed to synthesize it. The reactants are: [Cl:1][C:2]1[CH:22]=[CH:21][C:5]([O:6][C:7]2[CH:8]=[C:9]([S:13]([CH2:16][CH2:17][CH2:18][C:19]#[N:20])(=[O:15])=[O:14])[CH:10]=[CH:11][CH:12]=2)=[CH:4][C:3]=1[C:23]1[C:32]2[C:27](=[C:28]([C:33]([F:36])([F:35])[F:34])[CH:29]=[CH:30][CH:31]=2)[N:26]=[C:25]([CH3:37])[N:24]=1.[OH-:38].[NH4+].